This data is from Forward reaction prediction with 1.9M reactions from USPTO patents (1976-2016). The task is: Predict the product of the given reaction. (1) The product is: [F:15][C:13]1[CH:14]=[C:5]([OH:4])[CH:6]=[C:7]2[C:12]=1[NH:11][C:10](=[O:16])[CH2:9][CH2:8]2. Given the reactants C([O:4][C:5]1[CH:6]=[C:7]2[C:12](=[C:13]([F:15])[CH:14]=1)[NH:11][C:10](=[O:16])[CH2:9][CH2:8]2)(=O)C.[OH-].[Na+], predict the reaction product. (2) Given the reactants [F:1][C:2]12[CH2:12][C:6]3([F:13])[CH2:7][C:8]([F:11])([CH2:10][C:4]([CH2:14][OH:15])([CH2:5]3)[CH2:3]1)[CH2:9]2.CC(C)([O-])C.[K+].[Cl:22][C:23]1[C:24](F)=[CH:25][C:26]([F:32])=[C:27]([CH:31]=1)[C:28]([OH:30])=[O:29], predict the reaction product. The product is: [Cl:22][C:23]1[C:24]([O:15][CH2:14][C:4]23[CH2:10][C:8]4([F:11])[CH2:9][C:2]([F:1])([CH2:12][C:6]([F:13])([CH2:7]4)[CH2:5]2)[CH2:3]3)=[CH:25][C:26]([F:32])=[C:27]([CH:31]=1)[C:28]([OH:30])=[O:29]. (3) Given the reactants [C:1]([N:5]1[C:9](=[O:10])[C:8](Cl)=[C:7]([C:12]2[CH:17]=[CH:16][CH:15]=[CH:14][CH:13]=2)[S:6]1(=[O:19])=[O:18])([CH3:4])([CH3:3])[CH3:2].Cl.Cl.[CH3:22][O:23][C:24]1[N:29]=[N:28][C:27]([N:30]2[CH2:35][CH2:34][CH:33]([NH2:36])[CH2:32][CH2:31]2)=[CH:26][CH:25]=1, predict the reaction product. The product is: [C:1]([N:5]1[C:9](=[O:10])[C:8]([NH:36][CH:33]2[CH2:34][CH2:35][N:30]([C:27]3[N:28]=[N:29][C:24]([O:23][CH3:22])=[CH:25][CH:26]=3)[CH2:31][CH2:32]2)=[C:7]([C:12]2[CH:17]=[CH:16][CH:15]=[CH:14][CH:13]=2)[S:6]1(=[O:19])=[O:18])([CH3:4])([CH3:3])[CH3:2]. (4) Given the reactants [C:1]([O:5][C:6]([N:8]1[CH2:24][CH2:23][C:11]2([N:15]([C:16]3[CH:21]=[CH:20][CH:19]=[CH:18][CH:17]=3)[CH2:14][NH:13][C:12]2=[O:22])[CH2:10][CH2:9]1)=[O:7])([CH3:4])([CH3:3])[CH3:2].[CH2:25](Br)[C:26]1[CH:31]=[CH:30][CH:29]=[CH:28][CH:27]=1.C[Si]([N-][Si](C)(C)C)(C)C.[K+].[H-].[Na+], predict the reaction product. The product is: [C:1]([O:5][C:6]([N:8]1[CH2:9][CH2:10][C:11]2([N:15]([C:16]3[CH:21]=[CH:20][CH:19]=[CH:18][CH:17]=3)[CH2:14][N:13]([CH2:25][C:26]3[CH:31]=[CH:30][CH:29]=[CH:28][CH:27]=3)[C:12]2=[O:22])[CH2:23][CH2:24]1)=[O:7])([CH3:4])([CH3:2])[CH3:3]. (5) Given the reactants C([O:5][C:6](=O)[CH2:7][N:8]1[C:13]2[CH:14]=[C:15]([C:18]([O:20]CC)=[O:19])[CH:16]=[CH:17][C:12]=2[S:11][C@H:10]([CH2:23][CH2:24][CH2:25][C:26]2[CH:31]=[CH:30][C:29]([O:32][CH3:33])=[CH:28][CH:27]=2)[C:9]1=[O:34])(C)(C)C.BrC1C=C(C(OCC)=O)C=CC=1S[C@@H](CCCC1C=CC(OC)=CC=1)C(O)=O.CC1(C)C23[C@@]4([O:79][N:74]4S(=O)(=O)C2)C(Cl)(Cl)[C@H]1CC3, predict the reaction product. The product is: [OH:79][NH:74][C:6](=[O:5])[CH2:7][N:8]1[C:13]2[CH:14]=[C:15]([C:18]([OH:20])=[O:19])[CH:16]=[CH:17][C:12]=2[S:11][CH:10]([CH2:23][CH2:24][CH2:25][C:26]2[CH:31]=[CH:30][C:29]([O:32][CH3:33])=[CH:28][CH:27]=2)[C:9]1=[O:34]. (6) Given the reactants C[O:2][C:3]1[CH:4]=[N:5][C:6]([N:9]2[C:14](=[O:15])[CH2:13][C:12]([CH3:17])([CH3:16])[CH2:11][C:10]2=[O:18])=[N:7][CH:8]=1.Cl.N1C=CC=CC=1, predict the reaction product. The product is: [OH:2][C:3]1[CH:4]=[N:5][C:6]([N:9]2[C:10](=[O:18])[CH2:11][C:12]([CH3:16])([CH3:17])[CH2:13][C:14]2=[O:15])=[N:7][CH:8]=1. (7) The product is: [CH:1]1[N:2]=[CH:3][N:4]2[CH2:9][CH2:8][CH2:7]/[C:6](=[N:17]\[S:15]([C:12]([CH3:14])([CH3:13])[CH3:11])=[O:16])/[C:5]=12. Given the reactants [CH:1]1[N:2]=[CH:3][N:4]2[CH2:9][CH2:8][CH2:7][C:6](=O)[C:5]=12.[CH3:11][C:12]([S:15]([NH2:17])=[O:16])([CH3:14])[CH3:13].C(OCC)(=O)C, predict the reaction product. (8) Given the reactants CO[C:3]([C:5]1[N:6]=[C:7]([C:24]#[N:25])[C:8]2[CH:9]=[CH:10][N:11]([CH2:17][C:18]3[CH:23]=[CH:22][CH:21]=[CH:20][CH:19]=3)[C:12](=[O:16])[C:13]=2[C:14]=1[OH:15])=[O:4].[NH2:26][CH2:27][C:28]([OH:30])=[O:29].C[O-].[Na+], predict the reaction product. The product is: [CH2:17]([N:11]1[CH:10]=[CH:9][C:8]2[C:7]([C:24]#[N:25])=[N:6][C:5]([C:3]([NH:26][CH2:27][C:28]([OH:30])=[O:29])=[O:4])=[C:14]([OH:15])[C:13]=2[C:12]1=[O:16])[C:18]1[CH:23]=[CH:22][CH:21]=[CH:20][CH:19]=1. (9) Given the reactants [Cl:1][C:2]1[C:11]2[C:6](=[CH:7][C:8]([OH:14])=[C:9]([O:12][CH3:13])[CH:10]=2)[N:5]=[CH:4][N:3]=1, predict the reaction product. The product is: [Cl:1][C:2]1[C:11]2[C:6](=[CH:7][C:8]([O:14][CH2:8][CH2:9][O:12][CH3:13])=[C:9]([O:12][CH3:13])[CH:10]=2)[N:5]=[CH:4][N:3]=1. (10) The product is: [CH2:7]([O:9][C:10](=[O:27])[CH2:11][C:12]1[C:21]2[C:16](=[CH:17][C:18]([O:24][CH3:25])=[C:19]([O:22][CH3:23])[CH:20]=2)[C:15]([N:1]2[CH2:6][CH2:5][O:4][CH2:3][CH2:2]2)=[N:14][CH:13]=1)[CH3:8]. Given the reactants [NH:1]1[CH2:6][CH2:5][O:4][CH2:3][CH2:2]1.[CH2:7]([O:9][C:10](=[O:27])[CH2:11][C:12]1[C:21]2[C:16](=[CH:17][C:18]([O:24][CH3:25])=[C:19]([O:22][CH3:23])[CH:20]=2)[C:15](Cl)=[N:14][CH:13]=1)[CH3:8], predict the reaction product.